This data is from Forward reaction prediction with 1.9M reactions from USPTO patents (1976-2016). The task is: Predict the product of the given reaction. (1) Given the reactants [OH:1][CH2:2][CH2:3][CH2:4][CH2:5][C@H:6]([N:19]([CH3:28])[C:20](=[O:27])[C:21]1[CH:26]=[CH:25][CH:24]=[CH:23][CH:22]=1)[C:7]([N:9]1[CH2:14][CH2:13][N:12]([S:15]([CH3:18])(=[O:17])=[O:16])[CH2:11][CH2:10]1)=[O:8].CC(OI1(OC(C)=O)(OC(C)=O)OC(=O)C2C=CC=CC1=2)=O, predict the reaction product. The product is: [CH3:18][S:15]([N:12]1[CH2:11][CH2:10][N:9]([C:7](=[O:8])[C@@H:6]([N:19]([CH3:28])[C:20](=[O:27])[C:21]2[CH:26]=[CH:25][CH:24]=[CH:23][CH:22]=2)[CH2:5][CH2:4][CH2:3][CH:2]=[O:1])[CH2:14][CH2:13]1)(=[O:16])=[O:17]. (2) Given the reactants [Cl:1][C:2]1[CH:7]=[CH:6][C:5]([CH2:8][C:9]([O:11]C)=[O:10])=[CH:4][C:3]=1[NH:13][C:14]([NH:16][C:17]1[CH:22]=[CH:21][CH:20]=[CH:19][CH:18]=1)=[O:15].[OH-].[Na+], predict the reaction product. The product is: [Cl:1][C:2]1[CH:7]=[CH:6][C:5]([CH2:8][C:9]([OH:11])=[O:10])=[CH:4][C:3]=1[NH:13][C:14]([NH:16][C:17]1[CH:22]=[CH:21][CH:20]=[CH:19][CH:18]=1)=[O:15]. (3) Given the reactants [OH:1][C:2]1[N:10]=[CH:9][CH:8]=[CH:7][C:3]=1[C:4](O)=[O:5].C[Si](C)(C)N[Si](C)(C)C.Cl[Si](C)(C)C, predict the reaction product. The product is: [OH:5][CH2:4][C:3]1[C:2](=[O:1])[NH:10][CH:9]=[CH:8][CH:7]=1. (4) Given the reactants N[C:2]1[CH:10]=[CH:9][C:5]([CH2:6][C:7]#[N:8])=[CH:4][CH:3]=1.N([O-])=O.[Na+].[CH2:15]([O:17][C:18]([S-:20])=[S:19])[CH3:16].[K+], predict the reaction product. The product is: [CH2:15]([O:17][C:18](=[S:19])[S:20][C:2]1[CH:10]=[CH:9][C:5]([CH2:6][C:7]#[N:8])=[CH:4][CH:3]=1)[CH3:16]. (5) Given the reactants [C:1]([CH2:3][N:4]([C:12]1[N:16]([C:17]2[CH:22]=[CH:21][CH:20]=[CH:19][CH:18]=2)[N:15]=[CH:14][CH:13]=1)C(=O)OC(C)(C)C)#[N:2].C(O)(C(F)(F)F)=O, predict the reaction product. The product is: [C:17]1([N:16]2[C:12]([NH:4][CH2:3][C:1]#[N:2])=[CH:13][CH:14]=[N:15]2)[CH:18]=[CH:19][CH:20]=[CH:21][CH:22]=1. (6) Given the reactants [C:1]([O:5][C:6]([N:8]1[CH2:13][CH2:12][CH:11]([NH2:14])[CH2:10][CH2:9]1)=[O:7])([CH3:4])([CH3:3])[CH3:2].[C:15]([C:18]1[CH:19]=[C:20]([CH:23]=[CH:24][C:25]=1[CH3:26])[CH:21]=O)(=[O:17])[CH3:16].[BH4-].[Na+].C(O)(=O)C, predict the reaction product. The product is: [C:1]([O:5][C:6]([N:8]1[CH2:13][CH2:12][CH:11]([NH:14][CH2:21][C:20]2[CH:23]=[CH:24][C:25]([CH3:26])=[C:18]([C:15](=[O:17])[CH3:16])[CH:19]=2)[CH2:10][CH2:9]1)=[O:7])([CH3:4])([CH3:2])[CH3:3].